From a dataset of Forward reaction prediction with 1.9M reactions from USPTO patents (1976-2016). Predict the product of the given reaction. Given the reactants [F:1][C:2]([F:39])([F:38])[C:3]1[CH:4]=[C:5]([CH:31]=[C:32]([C:34]([F:37])([F:36])[F:35])[CH:33]=1)[CH2:6][N:7]1[CH2:14][CH2:13][CH2:12][NH:11][C:10]2[N:15]=[C:16](S(C)(=O)=O)[N:17]=[C:18]([C:19]3[CH:24]=[CH:23][CH:22]=[CH:21][C:20]=3[CH3:25])[C:9]=2[C:8]1=[O:30].[CH2:40]([O:42][C:43]([CH:45]1[CH2:50][CH2:49][CH2:48][NH:47][CH2:46]1)=[O:44])[CH3:41], predict the reaction product. The product is: [F:1][C:2]([F:39])([F:38])[C:3]1[CH:4]=[C:5]([CH:31]=[C:32]([C:34]([F:37])([F:36])[F:35])[CH:33]=1)[CH2:6][N:7]1[CH2:14][CH2:13][CH2:12][NH:11][C:10]2[N:15]=[C:16]([N:47]3[CH2:48][CH2:49][CH2:50][CH:45]([C:43]([O:42][CH2:40][CH3:41])=[O:44])[CH2:46]3)[N:17]=[C:18]([C:19]3[CH:24]=[CH:23][CH:22]=[CH:21][C:20]=3[CH3:25])[C:9]=2[C:8]1=[O:30].